The task is: Regression. Given two drug SMILES strings and cell line genomic features, predict the synergy score measuring deviation from expected non-interaction effect.. This data is from NCI-60 drug combinations with 297,098 pairs across 59 cell lines. (1) Drug 1: CN1C(=O)N2C=NC(=C2N=N1)C(=O)N. Drug 2: CC=C1C(=O)NC(C(=O)OC2CC(=O)NC(C(=O)NC(CSSCCC=C2)C(=O)N1)C(C)C)C(C)C. Cell line: SNB-75. Synergy scores: CSS=18.7, Synergy_ZIP=-1.70, Synergy_Bliss=-2.16, Synergy_Loewe=-27.8, Synergy_HSA=-1.64. (2) Drug 2: CC12CCC3C(C1CCC2OP(=O)(O)O)CCC4=C3C=CC(=C4)OC(=O)N(CCCl)CCCl.[Na+]. Synergy scores: CSS=25.2, Synergy_ZIP=-8.77, Synergy_Bliss=-5.72, Synergy_Loewe=-4.13, Synergy_HSA=-4.00. Cell line: K-562. Drug 1: C1CN1P(=S)(N2CC2)N3CC3. (3) Cell line: SF-295. Drug 2: C(CN)CNCCSP(=O)(O)O. Drug 1: CCCS(=O)(=O)NC1=C(C(=C(C=C1)F)C(=O)C2=CNC3=C2C=C(C=N3)C4=CC=C(C=C4)Cl)F. Synergy scores: CSS=-3.00, Synergy_ZIP=-0.616, Synergy_Bliss=-3.69, Synergy_Loewe=-4.81, Synergy_HSA=-4.10. (4) Drug 1: CC1C(C(CC(O1)OC2CC(CC3=C2C(=C4C(=C3O)C(=O)C5=C(C4=O)C(=CC=C5)OC)O)(C(=O)CO)O)N)O.Cl. Drug 2: C1=CC(=CC=C1CC(C(=O)O)N)N(CCCl)CCCl.Cl. Cell line: 786-0. Synergy scores: CSS=21.7, Synergy_ZIP=-8.20, Synergy_Bliss=-0.147, Synergy_Loewe=-1.40, Synergy_HSA=-0.739. (5) Drug 1: CCCCC(=O)OCC(=O)C1(CC(C2=C(C1)C(=C3C(=C2O)C(=O)C4=C(C3=O)C=CC=C4OC)O)OC5CC(C(C(O5)C)O)NC(=O)C(F)(F)F)O. Drug 2: CC1C(C(CC(O1)OC2CC(CC3=C2C(=C4C(=C3O)C(=O)C5=C(C4=O)C(=CC=C5)OC)O)(C(=O)CO)O)N)O.Cl. Cell line: NCI-H460. Synergy scores: CSS=56.9, Synergy_ZIP=6.95, Synergy_Bliss=7.38, Synergy_Loewe=-1.44, Synergy_HSA=7.75. (6) Cell line: HOP-92. Drug 1: C1=CN(C=N1)CC(O)(P(=O)(O)O)P(=O)(O)O. Drug 2: B(C(CC(C)C)NC(=O)C(CC1=CC=CC=C1)NC(=O)C2=NC=CN=C2)(O)O. Synergy scores: CSS=25.1, Synergy_ZIP=0.712, Synergy_Bliss=-0.493, Synergy_Loewe=-28.0, Synergy_HSA=-8.33.